The task is: Predict which catalyst facilitates the given reaction.. This data is from Catalyst prediction with 721,799 reactions and 888 catalyst types from USPTO. Reactant: [C:1]([O:5][C:6](=[O:11])[NH:7][CH2:8][CH2:9][NH2:10])([CH3:4])([CH3:3])[CH3:2].[CH3:12][C:13]([CH3:15])=O.[Si]([C:20]#[N:21])(C)(C)C. Product: [C:1]([O:5][C:6](=[O:11])[NH:7][CH2:8][CH2:9][NH:10][C:13]([C:20]#[N:21])([CH3:15])[CH3:12])([CH3:4])([CH3:2])[CH3:3]. The catalyst class is: 351.